Dataset: Full USPTO retrosynthesis dataset with 1.9M reactions from patents (1976-2016). Task: Predict the reactants needed to synthesize the given product. (1) Given the product [I:18][C:15]1[CH:16]=[CH:17][C:12]([O:11][CH2:10][C:8]2[CH:9]=[C:5]([C:3]([OH:4])=[O:2])[O:6][C:7]=2[CH3:19])=[CH:13][CH:14]=1, predict the reactants needed to synthesize it. The reactants are: C[O:2][C:3]([C:5]1[O:6][C:7]([CH3:19])=[C:8]([CH2:10][O:11][C:12]2[CH:17]=[CH:16][C:15]([I:18])=[CH:14][CH:13]=2)[CH:9]=1)=[O:4].[OH-].[Li+].Cl. (2) Given the product [CH3:14][C:15]1[CH:20]=[CH:19][CH:18]=[CH:17][C:16]=1[C:2]1[CH:7]=[CH:6][CH:5]=[C:4]([C:8]2[CH:13]=[CH:12][CH:11]=[CH:10][N:9]=2)[CH:3]=1, predict the reactants needed to synthesize it. The reactants are: Br[C:2]1[CH:3]=[C:4]([C:8]2[CH:13]=[CH:12][CH:11]=[CH:10][N:9]=2)[CH:5]=[CH:6][CH:7]=1.[CH3:14][C:15]1[CH:20]=[CH:19][CH:18]=[CH:17][C:16]=1B(O)O. (3) Given the product [Br:3][C:4]1[C:5]([C:14]2[S:15][CH:16]=[CH:17][N:18]=2)=[N:6][N:7]([CH3:20])[C:8]=1[CH:9]([O:12][CH3:13])[O:10][CH3:11], predict the reactants needed to synthesize it. The reactants are: [H-].[Na+].[Br:3][C:4]1[C:5]([C:14]2[S:15][CH:16]=[CH:17][N:18]=2)=[N:6][NH:7][C:8]=1[CH:9]([O:12][CH3:13])[O:10][CH3:11].I[CH3:20].O. (4) Given the product [Cl:40][C:25]1[C:26]([NH:28][C@@H:29]2[CH2:34][CH2:33][CH2:32][CH2:31][C@H:30]2[NH:35][S:36]([CH3:39])(=[O:38])=[O:37])=[N:27][C:22]([NH:20][C:4]2[CH:5]=[CH:6][C:7]3[CH2:13][CH2:12][CH:11]([N:14]4[CH2:19][CH2:18][O:17][CH2:16][CH2:15]4)[CH2:10][CH2:9][C:8]=3[C:3]=2[O:2][CH3:1])=[N:23][CH:24]=1, predict the reactants needed to synthesize it. The reactants are: [CH3:1][O:2][C:3]1[C:8]2[CH2:9][CH2:10][CH:11]([N:14]3[CH2:19][CH2:18][O:17][CH2:16][CH2:15]3)[CH2:12][CH2:13][C:7]=2[CH:6]=[CH:5][C:4]=1[NH2:20].Cl[C:22]1[N:27]=[C:26]([NH:28][C@@H:29]2[CH2:34][CH2:33][CH2:32][CH2:31][C@H:30]2[NH:35][S:36]([CH3:39])(=[O:38])=[O:37])[C:25]([Cl:40])=[CH:24][N:23]=1. (5) The reactants are: Cl.[N:2]1[CH:7]=[CH:6][CH:5]=[CH:4][C:3]=1[C:8]1([CH2:13][C:14]([NH2:16])=[NH:15])[CH2:12][CH2:11][CH2:10][CH2:9]1.[C:17]([O:21][C:22](=[O:37])/[C:23](/O)=[C:24](\[O:28][CH2:29][C:30]1[CH:35]=[CH:34][CH:33]=[CH:32][CH:31]=1)/[C:25](O)=[O:26])([CH3:20])([CH3:19])[CH3:18].C[O-].[Na+]. Given the product [C:17]([O:21][C:22]([C:23]1[C:24]([O:28][CH2:29][C:30]2[CH:35]=[CH:34][CH:33]=[CH:32][CH:31]=2)=[C:25]([OH:26])[N:16]=[C:14]([CH2:13][C:8]2([C:3]3[CH:4]=[CH:5][CH:6]=[CH:7][N:2]=3)[CH2:12][CH2:11][CH2:10][CH2:9]2)[N:15]=1)=[O:37])([CH3:20])([CH3:18])[CH3:19], predict the reactants needed to synthesize it. (6) Given the product [CH3:23][NH:25][C:28](=[O:32])[O:14][CH2:13][CH2:12][CH:11]([S:8]([C:5]1[CH:4]=[CH:3][C:2]([Cl:1])=[CH:7][CH:6]=1)(=[O:10])=[O:9])[C:15]1[CH:20]=[C:19]([F:21])[CH:18]=[CH:17][C:16]=1[F:22], predict the reactants needed to synthesize it. The reactants are: [Cl:1][C:2]1[CH:7]=[CH:6][C:5]([S:8]([CH:11]([C:15]2[CH:20]=[C:19]([F:21])[CH:18]=[CH:17][C:16]=2[F:22])[CH2:12][CH2:13][OH:14])(=[O:10])=[O:9])=[CH:4][CH:3]=1.[CH2:23]([N:25]([CH2:28]C)CC)C.ClC(OC1C=CC([N+]([O-])=O)=CC=1)=[O:32].CN.